The task is: Predict the product of the given reaction.. This data is from Forward reaction prediction with 1.9M reactions from USPTO patents (1976-2016). (1) The product is: [CH:11]1([CH:16]([N:20]2[CH:24]=[C:23]([C:25]3[C:26]4[CH:33]=[CH:32][N:31]([CH2:34][O:35][CH2:36][CH2:37][Si:38]([CH3:39])([CH3:41])[CH3:40])[C:27]=4[N:28]=[CH:29][N:30]=3)[CH:22]=[N:21]2)[CH2:17][CH:18]=[O:19])[CH2:15][CH2:14][CH2:13][CH2:12]1. Given the reactants C(Cl)(=O)C(Cl)=O.CS(C)=O.[CH:11]1([CH:16]([N:20]2[CH:24]=[C:23]([C:25]3[C:26]4[CH:33]=[CH:32][N:31]([CH2:34][O:35][CH2:36][CH2:37][Si:38]([CH3:41])([CH3:40])[CH3:39])[C:27]=4[N:28]=[CH:29][N:30]=3)[CH:22]=[N:21]2)[CH2:17][CH2:18][OH:19])[CH2:15][CH2:14][CH2:13][CH2:12]1.O, predict the reaction product. (2) Given the reactants [CH2:1]([O:3][C:4]([C:6]1[C:7]([OH:21])=[CH:8][C:9](=[O:20])[N:10]2[C:14]=1[CH:13]1[O:15][C:16]([CH3:19])([CH3:18])[O:17][CH:12]1[CH2:11]2)=[O:5])[CH3:2].[S:22](O[S:22]([C:25]([F:28])([F:27])[F:26])(=[O:24])=[O:23])([C:25]([F:28])([F:27])[F:26])(=[O:24])=[O:23], predict the reaction product. The product is: [CH2:1]([O:3][C:4]([C:6]1[C:7]([O:21][S:22]([C:25]([F:28])([F:27])[F:26])(=[O:24])=[O:23])=[CH:8][C:9](=[O:20])[N:10]2[C:14]=1[CH:13]1[O:15][C:16]([CH3:18])([CH3:19])[O:17][CH:12]1[CH2:11]2)=[O:5])[CH3:2]. (3) Given the reactants [F:1][C:2]1[CH:3]=[CH:4][C:5]([N+:9]([O-:11])=[O:10])=[C:6]([OH:8])[CH:7]=1.[CH2:12](Br)[C:13]1[CH:18]=[CH:17][CH:16]=[CH:15][CH:14]=1.C([O-])([O-])=O.[K+].[K+], predict the reaction product. The product is: [CH2:12]([O:8][C:6]1[CH:7]=[C:2]([F:1])[CH:3]=[CH:4][C:5]=1[N+:9]([O-:11])=[O:10])[C:13]1[CH:18]=[CH:17][CH:16]=[CH:15][CH:14]=1. (4) Given the reactants [C:1]([O:5][C:6]([C:8]1[C:9]([CH3:28])=[C:10]([C:25](O)=[O:26])[S:11][C:12]=1[NH:13][C:14]([NH:16][CH2:17][CH2:18][CH2:19][CH2:20][CH2:21][CH2:22][CH2:23][CH3:24])=[O:15])=[O:7])([CH3:4])([CH3:3])[CH3:2].[CH2:29]([NH2:37])[CH2:30][CH2:31][CH2:32][CH2:33][CH2:34][CH2:35][CH3:36].C(Cl)CCl, predict the reaction product. The product is: [C:1]([O:5][C:6]([C:8]1[C:9]([CH3:28])=[C:10]([C:25](=[O:26])[NH:37][CH2:29][CH2:30][CH2:31][CH2:32][CH2:33][CH2:34][CH2:35][CH3:36])[S:11][C:12]=1[NH:13][C:14]([NH:16][CH2:17][CH2:18][CH2:19][CH2:20][CH2:21][CH2:22][CH2:23][CH3:24])=[O:15])=[O:7])([CH3:4])([CH3:3])[CH3:2]. (5) Given the reactants [C:1]([C:4]1[C:5]([NH:25][C:26]2[CH:31]=[CH:30][CH:29]=[CH:28][C:27]=2[NH:32]C(=O)OC(C)(C)C)=[N:6][C:7]([NH:10][C:11]2[CH:16]=[CH:15][C:14]([N:17]3[CH2:22][CH2:21][O:20][CH2:19][CH2:18]3)=[CH:13][C:12]=2[O:23][CH3:24])=[N:8][CH:9]=1)(=[O:3])[CH3:2].CO, predict the reaction product. The product is: [NH2:32][C:27]1[CH:28]=[CH:29][CH:30]=[CH:31][C:26]=1[NH:25][C:5]1[C:4]([C:1](=[O:3])[CH3:2])=[CH:9][N:8]=[C:7]([NH:10][C:11]2[CH:16]=[CH:15][C:14]([N:17]3[CH2:22][CH2:21][O:20][CH2:19][CH2:18]3)=[CH:13][C:12]=2[O:23][CH3:24])[N:6]=1. (6) Given the reactants [CH2:1]([C:4]1[S:35][C:7]2[N:8]=[C:9]([O:25][C:26]3[CH:34]=[CH:33][C:29]([C:30](O)=[O:31])=[CH:28][CH:27]=3)[N:10]=[C:11]([N:12]3[CH2:17][CH2:16][N:15]4[C:18]([C:21]([F:24])([F:23])[F:22])=[N:19][N:20]=[C:14]4[CH2:13]3)[C:6]=2[CH:5]=1)[CH2:2][CH3:3].[H-].[Al+3].[Li+].[H-].[H-].[H-].[OH-].[Na+].[O-]S([O-])(=O)=O.[Mg+2], predict the reaction product. The product is: [CH2:1]([C:4]1[S:35][C:7]2[N:8]=[C:9]([O:25][C:26]3[CH:27]=[CH:28][C:29]([CH:30]=[O:31])=[CH:33][CH:34]=3)[N:10]=[C:11]([N:12]3[CH2:17][CH2:16][N:15]4[C:18]([C:21]([F:23])([F:22])[F:24])=[N:19][N:20]=[C:14]4[CH2:13]3)[C:6]=2[CH:5]=1)[CH2:2][CH3:3].